This data is from Forward reaction prediction with 1.9M reactions from USPTO patents (1976-2016). The task is: Predict the product of the given reaction. (1) The product is: [CH3:14][C:15]1[CH:10]=[CH:9][CH:8]=[C:24]([NH:19][C:8]#[C:9][C:10]2[CH:11]=[N:12][CH:13]=[CH:14][CH:15]=2)[CH:26]=1. Given the reactants CC1C=CC([C:8]#[C:9][C:10]2[CH:11]=[N:12][CH:13]=[CH:14][CH:15]=2)=C([N+]([O-])=O)C=1.[NH4+:19].[Cl-].CCO[C:24]([CH3:26])=O, predict the reaction product. (2) Given the reactants [Cl:1][C:2]1[CH:7]=[CH:6][C:5]([C:8]2[CH:9]=[C:10]([F:18])[C:11]3[N:12]([C:14](I)=[CH:15][N:16]=3)[CH:13]=2)=[CH:4][CH:3]=1.[C:19]([C:21]1[CH:22]=[CH:23][C:24]([NH2:27])=[N:25][CH:26]=1)#[CH:20], predict the reaction product. The product is: [Cl:1][C:2]1[CH:7]=[CH:6][C:5]([C:8]2[CH:9]=[C:10]([F:18])[C:11]3[N:12]([C:14]([C:20]#[C:19][C:21]4[CH:22]=[CH:23][C:24]([NH2:27])=[N:25][CH:26]=4)=[CH:15][N:16]=3)[CH:13]=2)=[CH:4][CH:3]=1. (3) The product is: [CH:26]([N:25]1[C:19]2[CH:18]=[C:17]([NH:16][C:14]3[CH:13]=[CH:12][N:11]=[C:10]([NH:9][CH2:8][CH2:7][C:6]([OH:30])=[O:5])[N:15]=3)[N:22]=[CH:21][C:20]=2[N:23]=[C:24]1[CH3:29])([CH3:28])[CH3:27]. Given the reactants C([O:5][C:6](=[O:30])[CH2:7][CH2:8][NH:9][C:10]1[N:15]=[C:14]([NH:16][C:17]2[N:22]=[CH:21][C:20]3[N:23]=[C:24]([CH3:29])[N:25]([CH:26]([CH3:28])[CH3:27])[C:19]=3[CH:18]=2)[CH:13]=[CH:12][N:11]=1)(C)(C)C.C(O)(C(F)(F)F)=O.C1(C)C=CC=CC=1, predict the reaction product.